This data is from Forward reaction prediction with 1.9M reactions from USPTO patents (1976-2016). The task is: Predict the product of the given reaction. (1) Given the reactants Cl[C:2]1[N:7]=[C:6]([NH:8][CH2:9][CH2:10][C:11]2[C:19]3[O:18][CH2:17][C:16]([CH3:21])([CH3:20])[C:15]=3[CH:14]=[CH:13][CH:12]=2)[CH:5]=[CH:4][N:3]=1.[CH3:22][N:23]1[CH2:28][CH2:27][N:26]([C:29]2[CH:34]=[CH:33][C:32](B3OC(C)(C)C(C)(C)O3)=[CH:31][N:30]=2)[CH2:25][CH2:24]1.C([O-])([O-])=O.[Na+].[Na+].C1(P(C2CCCCC2)C2C=CC=CC=2C2C(OC)=C(S(O[Na])(=O)=O)C=CC=2OC)CCCCC1.N#N, predict the reaction product. The product is: [CH3:20][C:16]1([CH3:21])[C:15]2[CH:14]=[CH:13][CH:12]=[C:11]([CH2:10][CH2:9][NH:8][C:6]3[CH:5]=[C:4]([C:32]4[CH:31]=[N:30][C:29]([N:26]5[CH2:25][CH2:24][N:23]([CH3:22])[CH2:28][CH2:27]5)=[CH:34][CH:33]=4)[N:3]=[CH:2][N:7]=3)[C:19]=2[O:18][CH2:17]1. (2) Given the reactants [Br:1][C:2]1[CH:3]=[C:4]([NH2:16])[C:5]([N:8]2[CH2:13][CH2:12][O:11][C:10]([CH3:15])([CH3:14])[CH2:9]2)=[N:6][CH:7]=1.Cl[C:18]1[C:27]2[C:22](=[CH:23][C:24]([F:29])=[CH:25][C:26]=2[F:28])[N:21]=[C:20]([C:30]2[CH:35]=[CH:34][CH:33]=[CH:32][N:31]=2)[C:19]=1[CH3:36].Cl.O1CCOCC1, predict the reaction product. The product is: [Br:1][C:2]1[CH:3]=[C:4]([NH:16][C:18]2[C:27]3[C:22](=[CH:23][C:24]([F:29])=[CH:25][C:26]=3[F:28])[N:21]=[C:20]([C:30]3[CH:35]=[CH:34][CH:33]=[CH:32][N:31]=3)[C:19]=2[CH3:36])[C:5]([N:8]2[CH2:13][CH2:12][O:11][C:10]([CH3:14])([CH3:15])[CH2:9]2)=[N:6][CH:7]=1. (3) Given the reactants [Cl:1][C:2]1[CH:7]=[C:6]([N:8]([CH2:10][C:11]2[S:12][C:13]([Cl:16])=[CH:14][CH:15]=2)[CH3:9])[CH:5]=[CH:4][C:3]=1[NH2:17].[Cl:18][C:19]1[CH:24]=[CH:23][C:22]([CH2:25][C:26](Cl)=[O:27])=[CH:21][CH:20]=1.C(=O)(O)[O-].[Na+], predict the reaction product. The product is: [Cl:1][C:2]1[CH:7]=[C:6]([N:8]([CH2:10][C:11]2[S:12][C:13]([Cl:16])=[CH:14][CH:15]=2)[CH3:9])[CH:5]=[CH:4][C:3]=1[NH:17][C:26](=[O:27])[CH2:25][C:22]1[CH:23]=[CH:24][C:19]([Cl:18])=[CH:20][CH:21]=1. (4) Given the reactants [C:1]([O:5][CH2:6][CH3:7])(=[O:4])[CH:2]=O.[CH3:8][S:9]([C:12]1[CH:13]=[C:14]([CH:16]=[CH:17][CH:18]=1)[NH2:15])(=[O:11])=[O:10].C([BH3-])#N.[Na+].C(OC(C)=O)(C)C, predict the reaction product. The product is: [CH2:6]([O:5][C:1](=[O:4])[CH2:2][NH:15][C:14]1[CH:16]=[CH:17][CH:18]=[C:12]([S:9]([CH3:8])(=[O:11])=[O:10])[CH:13]=1)[CH3:7]. (5) Given the reactants Br[CH2:2][CH2:3][C:4]1[C:12]2[C:7](=[CH:8][CH:9]=[C:10]([F:13])[CH:11]=2)[NH:6][CH:5]=1.[NH:14]1[CH:18]=[CH:17][N:16]=[CH:15]1.C(N(C(C)C)C(C)C)C, predict the reaction product. The product is: [N:14]1([CH2:2][CH2:3][C:4]2[C:12]3[C:7](=[CH:8][CH:9]=[C:10]([F:13])[CH:11]=3)[NH:6][CH:5]=2)[CH:18]=[CH:17][N:16]=[CH:15]1.